From a dataset of Forward reaction prediction with 1.9M reactions from USPTO patents (1976-2016). Predict the product of the given reaction. (1) Given the reactants C(OC([N:8]1[CH2:13][CH2:12][CH:11]([C:14]2[CH:19]=[CH:18][C:17]([NH:20][C:21]([C:23]3[N:24](COCC[Si](C)(C)C)[CH:25]=[C:26]([C:28]#[N:29])[N:27]=3)=[O:22])=[C:16]([C:38]3[CH2:43][CH2:42][C:41]([CH3:45])([CH3:44])[CH2:40][CH:39]=3)[N:15]=2)[CH2:10][CH2:9]1)=O)(C)(C)C.[C:46]([OH:52])([C:48]([F:51])([F:50])[F:49])=[O:47].CO, predict the reaction product. The product is: [F:49][C:48]([F:51])([F:50])[C:46]([OH:52])=[O:47].[CH3:44][C:41]1([CH3:45])[CH2:42][CH2:43][C:38]([C:16]2[N:15]=[C:14]([CH:11]3[CH2:12][CH2:13][NH:8][CH2:9][CH2:10]3)[CH:19]=[CH:18][C:17]=2[NH:20][C:21]([C:23]2[NH:24][CH:25]=[C:26]([C:28]#[N:29])[N:27]=2)=[O:22])=[CH:39][CH2:40]1. (2) Given the reactants [Cl:1][C:2]1[CH:7]=[C:6]([C:8]([CH3:26])([C:10](=O)[CH2:11][NH:12][C:13]([NH:15][C:16]2[CH:21]=[CH:20][C:19]([F:22])=[C:18]([O:23][CH3:24])[CH:17]=2)=[S:14])[CH3:9])[CH:5]=[CH:4][C:3]=1[S:27]([NH2:30])(=[O:29])=[O:28], predict the reaction product. The product is: [Cl:1][C:2]1[CH:7]=[C:6]([C:8]([C:10]2[N:15]([C:16]3[CH:21]=[CH:20][C:19]([F:22])=[C:18]([O:23][CH3:24])[CH:17]=3)[C:13]([SH:14])=[N:12][CH:11]=2)([CH3:26])[CH3:9])[CH:5]=[CH:4][C:3]=1[S:27]([NH2:30])(=[O:29])=[O:28]. (3) Given the reactants [OH-].[Na+].[CH3:3][O:4][C:5]1[CH:14]=[C:13]([C:15]2[CH:20]=[CH:19][CH:18]=[CH:17][CH:16]=2)[CH:12]=[CH:11][C:6]=1[C:7]([O:9]C)=[O:8], predict the reaction product. The product is: [CH3:3][O:4][C:5]1[CH:14]=[C:13]([C:15]2[CH:20]=[CH:19][CH:18]=[CH:17][CH:16]=2)[CH:12]=[CH:11][C:6]=1[C:7]([OH:9])=[O:8]. (4) Given the reactants CCN(C(C)C)C(C)C.[C:10]1([C:16]2[NH:20][N:19]=[C:18]([C:21]([NH:23][CH2:24][C:25]([OH:27])=O)=[O:22])[CH:17]=2)[CH:15]=[CH:14][CH:13]=[CH:12][CH:11]=1.C1C=CC2N(O)N=NC=2C=1.CCN=C=NCCCN(C)C.Cl.Cl.[CH3:51][C:52]1[CH:57]=[CH:56][N:55]=[CH:54][C:53]=1[O:58][CH:59]1[CH2:64][CH2:63][NH:62][CH2:61][CH2:60]1.Cl.ClC1C=CC=CC=1OC1CCNCC1, predict the reaction product. The product is: [CH3:51][C:52]1[CH:57]=[CH:56][N:55]=[CH:54][C:53]=1[O:58][CH:59]1[CH2:64][CH2:63][N:62]([C:25](=[O:27])[CH2:24][NH:23][C:21]([C:18]2[CH:17]=[C:16]([C:10]3[CH:11]=[CH:12][CH:13]=[CH:14][CH:15]=3)[NH:20][N:19]=2)=[O:22])[CH2:61][CH2:60]1.